From a dataset of Forward reaction prediction with 1.9M reactions from USPTO patents (1976-2016). Predict the product of the given reaction. (1) Given the reactants Br[C:2]1[CH:7]=[CH:6][C:5]([N:8]2[C:12](=[O:13])[NH:11][N:10]=[C:9]2[CH2:14][C@@H:15]2[CH2:19][CH2:18][N:17]([C:20](=[O:23])[CH2:21][CH3:22])[CH2:16]2)=[C:4]([F:24])[CH:3]=1.[Cl:25][C:26]1[CH:27]=[N:28][C:29]2[C:34]([CH:35]=1)=[CH:33][CH:32]=[C:31](B1OC(C)(C)C(C)(C)O1)[CH:30]=2.C(=O)([O-])[O-].[K+].[K+], predict the reaction product. The product is: [Cl:25][C:26]1[CH:27]=[N:28][C:29]2[C:34]([CH:35]=1)=[CH:33][CH:32]=[C:31]([C:2]1[CH:7]=[CH:6][C:5]([N:8]3[C:12](=[O:13])[NH:11][N:10]=[C:9]3[CH2:14][C@@H:15]3[CH2:19][CH2:18][N:17]([C:20](=[O:23])[CH2:21][CH3:22])[CH2:16]3)=[C:4]([F:24])[CH:3]=1)[CH:30]=2. (2) The product is: [Cl:1][C:2]1[CH:19]=[C:18]([CH3:20])[CH:17]=[C:16]([Cl:21])[C:3]=1[O:4][CH2:5][CH2:6][O:7][C:8]1[CH:13]=[CH:12][C:11]([CH2:14][Br:26])=[CH:10][CH:9]=1. Given the reactants [Cl:1][C:2]1[CH:19]=[C:18]([CH3:20])[CH:17]=[C:16]([Cl:21])[C:3]=1[O:4][CH2:5][CH2:6][O:7][C:8]1[CH:13]=[CH:12][C:11]([CH2:14]O)=[CH:10][CH:9]=1.C[Si]([Br:26])(C)C, predict the reaction product. (3) The product is: [C:1]1([N:7]2[C:11](=[O:12])[CH:10]=[C:9]([Br:14])[C:8]2=[O:13])[CH:2]=[CH:3][CH:4]=[CH:5][CH:6]=1. Given the reactants [C:1]1([N:7]2[C:11](=[O:12])[CH:10]=[CH:9][C:8]2=[O:13])[CH:6]=[CH:5][CH:4]=[CH:3][CH:2]=1.[Br:14]Br.C(N(CC)CC)C, predict the reaction product.